This data is from Reaction yield outcomes from USPTO patents with 853,638 reactions. The task is: Predict the reaction yield, written as a fraction of the theoretical maximum amount of product (1.0 means a 100% yield; for example, 0.34 means a 34% yield). (1) The reactants are C(OC([NH:8][C:9]1[O:10][C:11]([CH3:22])=[C:12](OS(C(F)(F)F)(=O)=O)[N:13]=1)=O)(C)(C)C.[C:23]1(B(O)O)[C:32]2[C:27](=[CH:28][CH:29]=[CH:30][CH:31]=2)[CH:26]=[CH:25][CH:24]=1.C([O-])(=O)C.[K+]. The catalyst is O1CCOCC1. The product is [CH3:22][C:11]1[O:10][C:9]([NH2:8])=[N:13][C:12]=1[C:31]1[C:32]2[C:27](=[CH:26][CH:25]=[CH:24][CH:23]=2)[CH:28]=[CH:29][CH:30]=1. The yield is 0.140. (2) The reactants are FC(F)(F)COP([CH2:13][C:14]([O:16][CH3:17])=[O:15])(=O)OCC(F)(F)F.C1OCCOCCOCCOCCOCCOC1.C[Si](C)(C)[N-][Si](C)(C)C.[K+].[Br:48][C:49]1[C:50]([OH:58])=[C:51]([CH:54]=[C:55]([Cl:57])[CH:56]=1)[CH:52]=O. The catalyst is C1COCC1. The product is [Br:48][C:49]1[C:50]([OH:58])=[C:51](/[CH:52]=[CH:13]/[C:14]([O:16][CH3:17])=[O:15])[CH:54]=[C:55]([Cl:57])[CH:56]=1. The yield is 0.850. (3) The reactants are [CH3:1][O:2][C:3]1([O:22][CH3:23])[CH2:6][C:5]([CH2:13]OS(C(F)(F)F)(=O)=O)([C:7]([O:9][CH:10]([CH3:12])[CH3:11])=[O:8])[CH2:4]1.CCCC[N+](CCCC)(CCCC)CCCC.[F-:41]. The catalyst is C1COCC1. The product is [F:41][CH2:13][C:5]1([C:7]([O:9][CH:10]([CH3:12])[CH3:11])=[O:8])[CH2:6][C:3]([O:22][CH3:23])([O:2][CH3:1])[CH2:4]1. The yield is 0.690. (4) The reactants are [N+:1]([C:4]1[CH:17]=[CH:16][C:7]([C:8]([N:10]2[CH2:15][CH2:14][S:13][CH2:12][CH2:11]2)=[O:9])=[CH:6][CH:5]=1)([O-])=O.[NH4+].[Cl-]. The catalyst is C(O)C.O.[Fe]. The product is [NH2:1][C:4]1[CH:17]=[CH:16][C:7]([C:8]([N:10]2[CH2:11][CH2:12][S:13][CH2:14][CH2:15]2)=[O:9])=[CH:6][CH:5]=1. The yield is 1.00. (5) The catalyst is O1CCOCC1. The reactants are [CH3:1][C:2]([C:4]1[CH:5]=[CH:6][C:7]([OH:10])=[CH:8][CH:9]=1)=[O:3].[Br:11]Br. The product is [Br:11][CH2:1][C:2]([C:4]1[CH:9]=[CH:8][C:7]([OH:10])=[CH:6][CH:5]=1)=[O:3]. The yield is 0.440. (6) The reactants are [F:1][C:2]([F:34])([F:33])[C:3]1[CH:4]=[C:5]([CH:26]=[C:27]([C:29]([F:32])([F:31])[F:30])[CH:28]=1)[CH2:6][N:7]([CH2:14][C:15]1[CH:20]=[C:19]([C:21]([F:24])([F:23])[F:22])[CH:18]=[CH:17][C:16]=1Br)[C:8]1[N:9]=[N:10][N:11]([CH3:13])[N:12]=1.C([Mg]Cl)(C)C.[Li+].[Cl-].[CH:42]([CH:44]1[CH2:49][CH2:48][N:47]([C:50]([O:52][C:53]([CH3:56])([CH3:55])[CH3:54])=[O:51])[CH2:46][CH2:45]1)=[O:43]. The catalyst is C1COCC1. The product is [F:1][C:2]([F:34])([F:33])[C:3]1[CH:4]=[C:5]([CH:26]=[C:27]([C:29]([F:32])([F:31])[F:30])[CH:28]=1)[CH2:6][N:7]([CH2:14][C:15]1[CH:20]=[C:19]([C:21]([F:24])([F:23])[F:22])[CH:18]=[CH:17][C:16]=1[CH:42]([OH:43])[CH:44]1[CH2:49][CH2:48][N:47]([C:50]([O:52][C:53]([CH3:55])([CH3:54])[CH3:56])=[O:51])[CH2:46][CH2:45]1)[C:8]1[N:9]=[N:10][N:11]([CH3:13])[N:12]=1. The yield is 0.440. (7) The reactants are [C:1]([O:5][C:6](=[O:16])[NH:7][C:8]1[CH:13]=[CH:12][CH:11]=[C:10]([C:14]#[CH:15])[CH:9]=1)([CH3:4])([CH3:3])[CH3:2].[CH3:17][CH2:18][O:19][C:20](/[C:22](/Cl)=[N:23]\[OH:24])=[O:21].C(N(CC)CC)C. The catalyst is C1COCC1.C(OCC)(=O)C.Cl. The product is [CH2:18]([O:19][C:20]([C:22]1[CH:15]=[C:14]([C:10]2[CH:11]=[CH:12][CH:13]=[C:8]([NH:7][C:6]([O:5][C:1]([CH3:4])([CH3:3])[CH3:2])=[O:16])[CH:9]=2)[O:24][N:23]=1)=[O:21])[CH3:17]. The yield is 0.500. (8) The product is [F:11][C:12]1[CH:13]=[CH:14][C:15]([NH:18][NH:19][C:8]([C@@H:3]2[CH2:4][CH2:5][CH2:6][CH2:7][N:2]2[CH3:1])=[O:10])=[N:16][CH:17]=1. The yield is 0.620. The reactants are [CH3:1][N:2]1[CH2:7][CH2:6][CH2:5][CH2:4][C@H:3]1[C:8]([OH:10])=O.[F:11][C:12]1[CH:13]=[CH:14][C:15]([NH:18][NH2:19])=[N:16][CH:17]=1.CN(C(ON1N=NC2C=CC=NC1=2)=[N+](C)C)C.F[P-](F)(F)(F)(F)F.CCN(C(C)C)C(C)C. The catalyst is C(Cl)Cl. (9) The reactants are [CH3:1][O:2][C:3]1([C:11]([F:14])([F:13])[F:12])[CH2:8][CH2:7][CH:6]([CH2:9][OH:10])[CH2:5][CH2:4]1.C1C=C[NH+]=CC=1.[O-][Cr](Cl)(=O)=O. The catalyst is C(Cl)Cl. The product is [CH3:1][O:2][C:3]1([C:11]([F:12])([F:13])[F:14])[CH2:4][CH2:5][CH:6]([CH:9]=[O:10])[CH2:7][CH2:8]1. The yield is 1.00. (10) The catalyst is O. The yield is 0.770. The reactants are C(N(C(C)C)CC)(C)C.ClCCl.[NH2:13][C:14]1[C:19]([OH:20])=[C:18]([F:21])[C:17]([C:22]2[CH:27]=[CH:26][CH:25]=[CH:24][CH:23]=2)=[C:16]([CH3:28])[C:15]=1[C:29]#[N:30].[N+:31]([C:34]1[CH:42]=[CH:41][CH:40]=[CH:39][C:35]=1[C:36](Cl)=O)([O-:33])=[O:32]. The product is [F:21][C:18]1[C:17]([C:22]2[CH:27]=[CH:26][CH:25]=[CH:24][CH:23]=2)=[C:16]([CH3:28])[C:15]([C:29]#[N:30])=[C:14]2[C:19]=1[O:20][C:36]([C:35]1[CH:39]=[CH:40][CH:41]=[CH:42][C:34]=1[N+:31]([O-:33])=[O:32])=[N:13]2.